From a dataset of Peptide-MHC class I binding affinity with 185,985 pairs from IEDB/IMGT. Regression. Given a peptide amino acid sequence and an MHC pseudo amino acid sequence, predict their binding affinity value. This is MHC class I binding data. (1) The peptide sequence is KSFEIDKGIY. The MHC is HLA-A26:01 with pseudo-sequence HLA-A26:01. The binding affinity (normalized) is 0.204. (2) The peptide sequence is ASLPTTIAK. The MHC is HLA-A68:01 with pseudo-sequence HLA-A68:01. The binding affinity (normalized) is 0.141.